This data is from Peptide-MHC class I binding affinity with 185,985 pairs from IEDB/IMGT. The task is: Regression. Given a peptide amino acid sequence and an MHC pseudo amino acid sequence, predict their binding affinity value. This is MHC class I binding data. (1) The peptide sequence is FHGEFTRAL. The MHC is HLA-A03:01 with pseudo-sequence HLA-A03:01. The binding affinity (normalized) is 0.0847. (2) The peptide sequence is SIIIPFIAY. The MHC is HLA-A33:01 with pseudo-sequence HLA-A33:01. The binding affinity (normalized) is 0.320. (3) The peptide sequence is DYAMHGTVF. The binding affinity (normalized) is 0.0847. The MHC is HLA-B44:02 with pseudo-sequence HLA-B44:02. (4) The peptide sequence is FHKKRVEPL. The MHC is HLA-B27:03 with pseudo-sequence HLA-B27:03. The binding affinity (normalized) is 0.0847. (5) The peptide sequence is MAMTGLPQA. The MHC is HLA-A26:01 with pseudo-sequence HLA-A26:01. The binding affinity (normalized) is 0.0847. (6) The MHC is HLA-A32:07 with pseudo-sequence HLA-A32:07. The binding affinity (normalized) is 0.602. The peptide sequence is FQWWRSHPL. (7) The peptide sequence is SHGIDVTDL. The MHC is HLA-B18:01 with pseudo-sequence HLA-B18:01. The binding affinity (normalized) is 0.0847. (8) The peptide sequence is MLLGELLTF. The MHC is HLA-A25:01 with pseudo-sequence HLA-A25:01. The binding affinity (normalized) is 0.0847.